Dataset: Forward reaction prediction with 1.9M reactions from USPTO patents (1976-2016). Task: Predict the product of the given reaction. (1) Given the reactants [OH:1][C:2]1[CH:3]=[C:4]([C:8]2[NH:9][C:10](=[O:17])[C:11]3[S:16][CH:15]=[CH:14][C:12]=3[N:13]=2)[CH:5]=[CH:6][CH:7]=1.[CH3:18][C:19]([O-])=[O:20].[K+].CC(OC(C)=O)=O, predict the reaction product. The product is: [O:17]=[C:10]1[NH:9][C:8]([C:4]2[CH:3]=[C:2]([O:1][C:19](=[O:20])[CH3:18])[CH:7]=[CH:6][CH:5]=2)=[N:13][C:12]2[CH:14]=[CH:15][S:16][C:11]1=2. (2) Given the reactants [NH2:1][C@H:2]1[CH2:7][C@@H:6]([CH3:8])[CH2:5][N:4]([C:9]2[CH:14]=[CH:13][N:12]=[CH:11][C:10]=2[NH:15][C:16]([C:18]2[C:27]([NH:28]C(=O)OCC3C=CC=CC=3)=[CH:26][C:25]3[C:20](=[CH:21][C:22]([N:39]4[CH2:44][CH2:43][O:42][CH2:41][C:40]4=[O:45])=[CH:23][CH:24]=3)[N:19]=2)=[O:17])[CH2:3]1.[H][H], predict the reaction product. The product is: [NH2:28][C:27]1[C:18]([C:16]([NH:15][C:10]2[CH:11]=[N:12][CH:13]=[CH:14][C:9]=2[N:4]2[CH2:5][C@H:6]([CH3:8])[CH2:7][C@H:2]([NH2:1])[CH2:3]2)=[O:17])=[N:19][C:20]2[C:25]([CH:26]=1)=[CH:24][CH:23]=[C:22]([N:39]1[CH2:44][CH2:43][O:42][CH2:41][C:40]1=[O:45])[CH:21]=2. (3) Given the reactants [C:1]([C:5]1[CH:23]=[C:8]2[N:9]=[C:10]([CH3:22])[C:11]([CH:14]([CH2:19][CH2:20][CH3:21])[C:15]([O:17][CH3:18])=[O:16])=[C:12](Cl)[N:7]2[N:6]=1)([CH3:4])([CH3:3])[CH3:2].[S:24]1[C:28]2[CH:29]=[CH:30][C:31](B3OC(C)(C)C(C)(C)O3)=[CH:32][C:27]=2[CH:26]=[CH:25]1.C(N(C(C)C)CC)(C)C, predict the reaction product. The product is: [C:1]([C:5]1[CH:23]=[C:8]2[N:9]=[C:10]([CH3:22])[C:11]([CH:14]([CH2:19][CH2:20][CH3:21])[C:15]([O:17][CH3:18])=[O:16])=[C:12]([C:31]3[CH:30]=[CH:29][C:28]4[S:24][CH:25]=[CH:26][C:27]=4[CH:32]=3)[N:7]2[N:6]=1)([CH3:4])([CH3:3])[CH3:2].